From a dataset of Forward reaction prediction with 1.9M reactions from USPTO patents (1976-2016). Predict the product of the given reaction. Given the reactants [O:1]=[C:2]1[CH:7]=[C:6]([O:8][CH:9]2[CH2:14][CH2:13][N:12](C(OC(C)(C)C)=O)[CH2:11][CH2:10]2)[CH:5]=[CH:4][NH:3]1.[ClH:22], predict the reaction product. The product is: [ClH:22].[NH:12]1[CH2:13][CH2:14][CH:9]([O:8][C:6]2[CH:5]=[CH:4][NH:3][C:2](=[O:1])[CH:7]=2)[CH2:10][CH2:11]1.